Task: Regression. Given a target protein amino acid sequence and a drug SMILES string, predict the binding affinity score between them. We predict pKi (pKi = -log10(Ki in M); higher means stronger inhibition). Dataset: bindingdb_ki.. Dataset: Drug-target binding data from BindingDB using Ki measurements The compound is OC[C@@H]1NC[C@@H](O)[C@@H](O)C1(F)F. The target protein sequence is MAAAYYYLFSSKKATQKLVLRASLLMLLCFLTVENVGASARRMVKSPGTEDYTRRSLLANGLGLTPPMGWNSWNHFSCNLDEKLIRETADAMASKGLAALGYKYINLDDCWAELNRDSQGNLVPKGSTFPSGIKALADYVHSKGLKLGIYSDAGTQTCSKTMPGSLGHEEQDAKTFASWGVDYLKYDNCNDNNISPKERYPIMSKALLNSGRSIFFSLCEWGDEDPATWAKEVGNSWRTTGDIDDSWSSMTSRADMNDKWASYAGPGGWNDPDMLEVGNGGMTTTEYRSHFSIWALAKAPLLIGCDIRSIDGATFQLLSNAEVIAVNQDKLGVQGKKVKTYGDLEVWAGPLSGKRVAVALWNRGSSTATITAYWSDVGLPSTAVVNARDLWAHSTEKSVKGQISAAVDAHDSKMYVLTPQ. The pKi is 3.0.